This data is from Forward reaction prediction with 1.9M reactions from USPTO patents (1976-2016). The task is: Predict the product of the given reaction. (1) Given the reactants C1C=C[NH+]=CC=1.[Br:7][Br-]Br.[CH:10]1[CH:11]=[CH:12][C:13]2[C:26](=[O:27])[C:25]3[C:17]4[C:18]([CH:22]=[CH:23][N:24]=3)=[CH:19][CH:20]=[N:21][C:16]=4[C:14]=2[CH:15]=1.C(=O)(O)[O-].[Na+], predict the reaction product. The product is: [CH:10]1[CH:15]=[C:14]2[C:16]3[C:17]4[C:25]([C:26](=[O:27])[C:13]2=[CH:12][CH:11]=1)=[N:24][CH:23]=[C:22]([Br:7])[C:18]=4[CH:19]=[CH:20][N:21]=3. (2) Given the reactants Br[C:2]1[CH:7]=[CH:6][C:5]([C:8]([C:10]2[C:15]([OH:16])=[CH:14][CH:13]=[CH:12][N:11]=2)=[O:9])=[CH:4][CH:3]=1.C(OCC)(=O)C.[CH3:23][N:24](C)C=O, predict the reaction product. The product is: [OH:16][C:15]1[C:10]([C:8]([C:5]2[CH:6]=[CH:7][C:2]([C:23]#[N:24])=[CH:3][CH:4]=2)=[O:9])=[N:11][CH:12]=[CH:13][CH:14]=1.